Dataset: Forward reaction prediction with 1.9M reactions from USPTO patents (1976-2016). Task: Predict the product of the given reaction. (1) The product is: [NH2:6][CH2:7][C:8]([OH:10])=[O:9].[N+:1]([O-:4])([O-:3])=[O:2]. Given the reactants [N+:1]([O-:4])([O-:3])=[O:2].[K+].[NH2:6][CH2:7][C:8]([OH:10])=[O:9], predict the reaction product. (2) Given the reactants [CH3:1][C:2]([O:4][C:5]1[S:9][C:8]2[CH2:10][CH2:11][N:12]([CH:14]([C:22]([CH:24]3[CH2:26][CH2:25]3)=[O:23])[C:15]3[CH:16]=[CH:17][CH:18]=[CH:19][C:20]=3[F:21])[CH2:13][C:7]=2[CH:6]=1)=[O:3].[ClH:27].C(OCC)(=O)C, predict the reaction product. The product is: [CH3:1][C:2]([O:4][C:5]1[S:9][C:8]2[CH2:10][CH2:11][N:12]([CH:14]([C:22]([CH:24]3[CH2:26][CH2:25]3)=[O:23])[C:15]3[CH:16]=[CH:17][CH:18]=[CH:19][C:20]=3[F:21])[CH2:13][C:7]=2[CH:6]=1)=[O:3].[ClH:27]. (3) Given the reactants Cl.[F:2][C:3]([F:13])([F:12])[O:4][C:5]1[CH:10]=[CH:9][CH:8]=[CH:7][C:6]=1[NH2:11].[N:14]([O-])=O.[Na+].O.O.[Sn](Cl)[Cl:21], predict the reaction product. The product is: [ClH:21].[F:2][C:3]([F:12])([F:13])[O:4][C:5]1[CH:10]=[CH:9][CH:8]=[CH:7][C:6]=1[NH:11][NH2:14]. (4) The product is: [CH2:1]([O:4][C:5]([C:7]1[N:8]2[C@H:11]([CH2:12][C:13]=1[C:14]1[CH:29]=[CH:28][C:17]3[N:18]([C:22]([O:24][CH2:25][CH:26]=[CH2:27])=[O:23])[C:19](=[O:21])[O:20][C:16]=3[CH:15]=1)[C@@H:10]([C@H:30]([OH:32])[CH3:31])[C:9]2=[O:37])=[O:6])[CH:2]=[CH2:3]. Given the reactants [CH2:1]([O:4][C:5]([C:7]1[N:8]2[C@H:11]([CH2:12][C:13]=1[C:14]1[CH:29]=[CH:28][C:17]3[N:18]([C:22]([O:24][CH2:25][CH:26]=[CH2:27])=[O:23])[C:19](=[O:21])[O:20][C:16]=3[CH:15]=1)[C@@H:10]([C@H:30]([O:32][Si](C)(C)C)[CH3:31])[C:9]2=[O:37])=[O:6])[CH:2]=[CH2:3].Cl.C(=O)([O-])O.[Na+], predict the reaction product. (5) Given the reactants S([O:5][CH2:6][CH2:7][N:8]1[C:12]([NH2:13])=[C:11]([NH2:14])[CH:10]=[N:9]1)(O)(=O)=O.[OH-].[Na+].Cl[C:18]([O:20][C:21]1[CH:26]=[CH:25][CH:24]=[CH:23][CH:22]=1)=[O:19], predict the reaction product. The product is: [NH2:13][C:12]1[N:8]([CH2:7][CH2:6][OH:5])[N:9]=[CH:10][C:11]=1[NH:14][C:18](=[O:19])[O:20][C:21]1[CH:26]=[CH:25][CH:24]=[CH:23][CH:22]=1. (6) Given the reactants [OH:1][C:2]1[CH:14]=[CH:13][C:5]([C:6]([O:8][C:9]([CH3:12])([CH3:11])[CH3:10])=[O:7])=[CH:4][CH:3]=1.[CH2:15](O)[CH:16]=[CH:17][CH3:18].C1(P(C2C=CC=CC=2)C2C=CC=CC=2)C=CC=CC=1.N(C(OC(C)C)=O)=NC(OC(C)C)=O, predict the reaction product. The product is: [C:9]([O:8][C:6]([C:5]1[CH:13]=[CH:14][C:2]([O:1][CH2:15]/[CH:16]=[CH:17]/[CH3:18])=[CH:3][CH:4]=1)=[O:7])([CH3:10])([CH3:11])[CH3:12].